This data is from NCI-60 drug combinations with 297,098 pairs across 59 cell lines. The task is: Regression. Given two drug SMILES strings and cell line genomic features, predict the synergy score measuring deviation from expected non-interaction effect. Drug 1: C1=CN(C=N1)CC(O)(P(=O)(O)O)P(=O)(O)O. Drug 2: B(C(CC(C)C)NC(=O)C(CC1=CC=CC=C1)NC(=O)C2=NC=CN=C2)(O)O. Cell line: 786-0. Synergy scores: CSS=49.8, Synergy_ZIP=0.416, Synergy_Bliss=-0.931, Synergy_Loewe=-7.38, Synergy_HSA=-7.38.